This data is from Forward reaction prediction with 1.9M reactions from USPTO patents (1976-2016). The task is: Predict the product of the given reaction. (1) Given the reactants C([O:3][C:4]([C:6]1[S:7][C:8]([CH:11]2[CH2:16][CH2:15][CH2:14][CH:13]([NH:17][C@@H:18]([C:20]3[C:29]4[C:24](=[CH:25][CH:26]=[CH:27][CH:28]=4)[CH:23]=[CH:22][CH:21]=3)[CH3:19])[CH2:12]2)=[CH:9][CH:10]=1)=[O:5])C.O.[Li+].[OH-], predict the reaction product. The product is: [C:20]1([C@H:18]([NH:17][CH:13]2[CH2:14][CH2:15][CH2:16][CH:11]([C:8]3[S:7][C:6]([C:4]([OH:5])=[O:3])=[CH:10][CH:9]=3)[CH2:12]2)[CH3:19])[C:29]2[C:24](=[CH:25][CH:26]=[CH:27][CH:28]=2)[CH:23]=[CH:22][CH:21]=1. (2) Given the reactants [C@H:1]12[CH2:6][C@H:5]1[CH2:4][NH:3][C@@H:2]2[CH2:7][NH:8][C:9]([C:11]1[N:18]2[C:14]([S:15][CH:16]=[CH:17]2)=[N:13][C:12]=1[CH3:19])=[O:10].[Br:20][C:21]1[S:22][C:23]([C:29]2[CH:30]=[C:31]([CH3:35])[CH:32]=[CH:33][CH:34]=2)=[C:24]([C:26](O)=[O:27])[N:25]=1, predict the reaction product. The product is: [Br:20][C:21]1[S:22][C:23]([C:29]2[CH:30]=[C:31]([CH3:35])[CH:32]=[CH:33][CH:34]=2)=[C:24]([C:26]([N:3]2[CH2:4][C@H:5]3[C@H:1]([CH2:6]3)[C@H:2]2[CH2:7][NH:8][C:9]([C:11]2[N:18]3[C:14]([S:15][CH:16]=[CH:17]3)=[N:13][C:12]=2[CH3:19])=[O:10])=[O:27])[N:25]=1. (3) Given the reactants C([Si](C1C=CC=CC=1)(C1C=CC=CC=1)[O:6][CH:7]1[C:11]([CH3:13])([CH3:12])[CH2:10][N:9]([C:14]2[CH:19]=[CH:18][C:17]([C:20]#[C:21][C:22]3[CH:27]=[CH:26][CH:25]=[CH:24][CH:23]=3)=[CH:16][N:15]=2)[C:8]1=[O:28])(C)(C)C.CCCC[N+](CCCC)(CCCC)CCCC.[F-], predict the reaction product. The product is: [OH:6][CH:7]1[C:11]([CH3:13])([CH3:12])[CH2:10][N:9]([C:14]2[CH:19]=[CH:18][C:17]([C:20]#[C:21][C:22]3[CH:27]=[CH:26][CH:25]=[CH:24][CH:23]=3)=[CH:16][N:15]=2)[C:8]1=[O:28]. (4) Given the reactants [Br:1][C:2]1[CH:3]=[C:4]([CH:18]=[CH:19][C:20]=1[F:21])[CH2:5][C:6]1[C:15]2[C:10](=[CH:11][CH:12]=[CH:13][C:14]=2C)[C:9](=[O:17])[NH:8][N:7]=1.[Cl-].[NH4+:23], predict the reaction product. The product is: [NH2:23][C:14]1[CH:13]=[CH:12][CH:11]=[C:10]2[C:15]=1[C:6]([CH2:5][C:4]1[CH:18]=[CH:19][C:20]([F:21])=[C:2]([Br:1])[CH:3]=1)=[N:7][NH:8][C:9]2=[O:17]. (5) The product is: [C:1]([O:5][C:6](=[O:17])/[CH:7]=[CH:8]/[C:9]1[CH:14]=[CH:13][CH:12]=[C:11](/[CH:15]=[CH:34]/[C:33]([C:29]2[CH:30]=[CH:31][CH:32]=[C:27]([N:24]3[CH2:25][CH2:26][N:21]([CH:18]([CH3:20])[CH3:19])[CH2:22][CH2:23]3)[CH:28]=2)=[O:35])[N:10]=1)([CH3:4])([CH3:3])[CH3:2]. Given the reactants [C:1]([O:5][C:6](=[O:17])/[CH:7]=[CH:8]/[C:9]1[CH:14]=[CH:13][CH:12]=[C:11]([CH:15]=O)[N:10]=1)([CH3:4])([CH3:3])[CH3:2].[CH:18]([N:21]1[CH2:26][CH2:25][N:24]([C:27]2[CH:28]=[C:29]([C:33](=[O:35])[CH3:34])[CH:30]=[CH:31][CH:32]=2)[CH2:23][CH2:22]1)([CH3:20])[CH3:19].[OH-].[K+], predict the reaction product.